Task: Predict which catalyst facilitates the given reaction.. Dataset: Catalyst prediction with 721,799 reactions and 888 catalyst types from USPTO (1) Reactant: [C:1]([O:5][C:6]([N:8]([CH3:32])[CH:9]1[CH2:14][CH2:13][CH:12]([O:15][C:16]2[C:27]3[C:26]4[C@H:25]([CH2:28][C:29]([OH:31])=O)[CH2:24][CH2:23][C:22]=4[S:21][C:20]=3[N:19]=[CH:18][N:17]=2)[CH2:11][CH2:10]1)=[O:7])([CH3:4])([CH3:3])[CH3:2].C1C=C[C:36]2N(O)N=[N:39][C:37]=2C=1.CCN=C=NCCCN(C)C.Cl.C(N)C.C(N(CC)CC)C. Product: [CH2:37]([NH:39][C:29]([CH2:28][C@@H:25]1[CH2:24][CH2:23][C:22]2[S:21][C:20]3[N:19]=[CH:18][N:17]=[C:16]([O:15][CH:12]4[CH2:13][CH2:14][CH:9]([N:8]([CH3:32])[C:6](=[O:7])[O:5][C:1]([CH3:4])([CH3:2])[CH3:3])[CH2:10][CH2:11]4)[C:27]=3[C:26]1=2)=[O:31])[CH3:36]. The catalyst class is: 3. (2) Reactant: [Cl:1][C:2]1[N:7]=[CH:6][C:5]([CH2:8][NH:9][C:10]2[N:14]=[C:13]([S:15][CH3:16])[NH:12][N:11]=2)=[CH:4][CH:3]=1.[C:17](OCC)(=[O:22])[CH2:18][C:19]([CH3:21])=O.O. Product: [Cl:1][C:2]1[N:7]=[CH:6][C:5]([CH2:8][N:9]2[C:17](=[O:22])[CH:18]=[C:19]([CH3:21])[N:11]3[N:12]=[C:13]([S:15][CH3:16])[N:14]=[C:10]23)=[CH:4][CH:3]=1. The catalyst class is: 3. (3) Reactant: [F:1][C:2]([F:12])([F:11])[C:3]1[CH:10]=[CH:9][C:6]([CH:7]=O)=[CH:5][CH:4]=1.Cl.[OH:14][NH2:15].CC([O-])=O.[Na+]. Product: [F:1][C:2]([F:12])([F:11])[C:3]1[CH:10]=[CH:9][C:6]([CH:7]=[N:15][OH:14])=[CH:5][CH:4]=1. The catalyst class is: 14. (4) Reactant: [CH2:1]([O:3][C:4](=[O:23])[CH2:5][O:6][C:7]1[CH:12]=[CH:11][C:10]([S:13][C:14]2[CH:19]=[CH:18][C:17]([CH2:20]O)=[CH:16][CH:15]=2)=[CH:9][C:8]=1[CH3:22])[CH3:2].S(Cl)([Cl:26])=O. Product: [CH2:1]([O:3][C:4](=[O:23])[CH2:5][O:6][C:7]1[CH:12]=[CH:11][C:10]([S:13][C:14]2[CH:19]=[CH:18][C:17]([CH2:20][Cl:26])=[CH:16][CH:15]=2)=[CH:9][C:8]=1[CH3:22])[CH3:2]. The catalyst class is: 22. (5) Reactant: [CH3:1][O:2][C:3]1[N:8]=[C:7]([CH2:9][CH:10]2[NH:15][C:14](=O)[CH2:13][NH:12][C:11]2=O)[CH:6]=[CH:5][CH:4]=1.CSC.B.C1COCC1.[OH-].[Na+]. Product: [CH3:1][O:2][C:3]1[N:8]=[C:7]([CH2:9][CH:10]2[CH2:11][NH:12][CH2:13][CH2:14][NH:15]2)[CH:6]=[CH:5][CH:4]=1. The catalyst class is: 5. (6) Reactant: [C:1]1([N:7]2[CH2:12][CH2:11][NH:10][CH2:9][CH2:8]2)[CH:6]=[CH:5][CH:4]=[CH:3][CH:2]=1.C([O-])([O-])=O.[K+].[K+].Br[CH2:20][CH2:21][N:22]1[C:26](=[O:27])[C:25]2=[CH:28][CH:29]=[CH:30][CH:31]=[C:24]2[C:23]1=[O:32].CCCCCC. Product: [C:1]1([N:7]2[CH2:12][CH2:11][N:10]([CH2:20][CH2:21][N:22]3[C:23](=[O:32])[C:24]4[C:25](=[CH:28][CH:29]=[CH:30][CH:31]=4)[C:26]3=[O:27])[CH2:9][CH2:8]2)[CH:6]=[CH:5][CH:4]=[CH:3][CH:2]=1. The catalyst class is: 303. (7) Reactant: [Cl:1][C:2]1[CH:7]=[CH:6][C:5](/[CH:8]=[CH:9]/[C@@H:10]([OH:30])[CH:11]([N:14]([C:23]([O:25][C:26]([CH3:29])([CH3:28])[CH3:27])=[O:24])[NH:15][C:16]([O:18][C:19]([CH3:22])([CH3:21])[CH3:20])=[O:17])[CH2:12]O)=[CH:4][CH:3]=1.O.[C:32]1([CH3:42])[CH:37]=CC(S(O)(=O)=O)=C[CH:33]=1. Product: [Cl:1][C:2]1[CH:3]=[CH:4][C:5](/[CH:8]=[CH:9]/[C@@H:10]2[CH:11]([N:14]([C:23]([O:25][C:26]([CH3:29])([CH3:28])[CH3:27])=[O:24])[NH:15][C:16]([O:18][C:19]([CH3:20])([CH3:22])[CH3:21])=[O:17])[CH2:12][CH2:33][C:32]([CH3:42])([CH3:37])[O:30]2)=[CH:6][CH:7]=1. The catalyst class is: 21. (8) Reactant: [Cl:1][C:2]1[CH:7]=[CH:6][C:5]([CH2:8][CH:9]([OH:22])[CH2:10][NH:11][C:12]2[CH:17]=[C:16]([CH3:18])[CH:15]=[CH:14][C:13]=2[N+:19]([O-])=O)=[CH:4][CH:3]=1. Product: [NH2:19][C:13]1[CH:14]=[CH:15][C:16]([CH3:18])=[CH:17][C:12]=1[NH:11][CH2:10][CH:9]([OH:22])[CH2:8][C:5]1[CH:4]=[CH:3][C:2]([Cl:1])=[CH:7][CH:6]=1. The catalyst class is: 592. (9) Reactant: [Cl:1][C:2]1[CH:3]=[C:4]2[C:9](=[C:10]([O:12][CH3:13])[CH:11]=1)[S:8][CH2:7][CH2:6][C:5]2([C:15]([OH:17])=[O:16])[OH:14].CCCCCCC.C(OCC)(=O)C. Product: [Cl:1][C:2]1[CH:3]=[C:4]2[C:9](=[C:10]([O:12][CH3:13])[CH:11]=1)[S:8][CH2:7][CH2:6][C@@:5]2([C:15]([OH:17])=[O:16])[OH:14]. The catalyst class is: 106. (10) The catalyst class is: 172. Reactant: [CH3:1][O:2][C:3]([C:5]1[CH:14]=[C:13]2[C:8]([CH:9]=[CH:10][C:11]([C:15]([F:18])([F:17])[F:16])=[N:12]2)=[C:7]([OH:19])[C:6]=1[N+:20]([O-:22])=[O:21])=[O:4].C(N(CC)CC)C.[F:30][C:31]([F:44])([F:43])[S:32](O[S:32]([C:31]([F:44])([F:43])[F:30])(=[O:34])=[O:33])(=[O:34])=[O:33]. Product: [CH3:1][O:2][C:3]([C:5]1[CH:14]=[C:13]2[C:8]([CH:9]=[CH:10][C:11]([C:15]([F:17])([F:18])[F:16])=[N:12]2)=[C:7]([O:19][S:32]([C:31]([F:44])([F:43])[F:30])(=[O:34])=[O:33])[C:6]=1[N+:20]([O-:22])=[O:21])=[O:4].